Dataset: Catalyst prediction with 721,799 reactions and 888 catalyst types from USPTO. Task: Predict which catalyst facilitates the given reaction. (1) Reactant: [C:1]([O:5][C:6]([N:8]1[CH2:12][C@@:11]([F:14])([CH3:13])[CH2:10][C@H:9]1[C:15]([O:17]CC1C=CC=CC=1)=[O:16])=[O:7])([CH3:4])([CH3:3])[CH3:2]. The catalyst class is: 123. Product: [C:1]([O:5][C:6]([N:8]1[CH2:12][C@@:11]([F:14])([CH3:13])[CH2:10][C@H:9]1[C:15]([OH:17])=[O:16])=[O:7])([CH3:2])([CH3:3])[CH3:4]. (2) Reactant: [CH3:1][NH:2][N:3]=[CH:4][C:5](=[O:7])[CH3:6].[CH2:8]([C:12]1[CH:17]=[CH:16][C:15]([C:18](=O)[CH:19]=[O:20])=[CH:14][CH:13]=1)[CH:9]([CH3:11])[CH3:10]. Product: [OH:20][C:19]1[C:4]([C:5](=[O:7])[CH3:6])=[N:3][N:2]([CH3:1])[C:18]=1[C:15]1[CH:16]=[CH:17][C:12]([CH2:8][CH:9]([CH3:11])[CH3:10])=[CH:13][CH:14]=1. The catalyst class is: 15. (3) Reactant: [H-].[Al+3].[Li+].[H-].[H-].[H-].[Cl:7][C:8]1[CH:13]=[C:12]([Cl:14])[CH:11]=[CH:10][C:9]=1[NH:15][C:16]1[N:20]([CH2:21][CH:22]([OH:28])[CH2:23][C:24](OC)=[O:25])[C:19]2[C:29]([N:33]([CH2:36][CH3:37])[CH2:34][CH3:35])=[CH:30][CH:31]=[CH:32][C:18]=2[N:17]=1.O.O.O.O.O.O.O.O.O.O.S([O-])([O-])(=O)=O.[Na+].[Na+]. Product: [Cl:7][C:8]1[CH:13]=[C:12]([Cl:14])[CH:11]=[CH:10][C:9]=1[NH:15][C:16]1[N:20]([CH2:21][CH:22]([OH:28])[CH2:23][CH2:24][OH:25])[C:19]2[C:29]([N:33]([CH2:36][CH3:37])[CH2:34][CH3:35])=[CH:30][CH:31]=[CH:32][C:18]=2[N:17]=1. The catalyst class is: 7. (4) Reactant: Cl.Cl.[Cl:3][C:4]1[C:12]2[NH:11][N:10]=[CH:9][C:8]=2[C:7]2[CH2:13][N:14]([CH2:23][C:24]3[CH:29]=[CH:28][N:27]=[CH:26][CH:25]=3)[C:15](=[O:22])[C@H:16]([CH2:18][C:19](O)=[O:20])[CH2:17][C:6]=2[CH:5]=1.[NH2:30][C:31]1[CH:32]=[C:33]2[C:37](=[CH:38][CH:39]=1)[CH2:36][C:35]1([C:43](=[O:44])[NH:42][C:41](=[O:45])[N:40]1[CH3:46])[CH2:34]2.C1C=CC2N(O)N=NC=2C=1.C(Cl)CCl. Product: [Cl:3][C:4]1[C:12]2[NH:11][N:10]=[CH:9][C:8]=2[C:7]2[CH2:13][N:14]([CH2:23][C:24]3[CH:25]=[CH:26][N:27]=[CH:28][CH:29]=3)[C:15](=[O:22])[C@H:16]([CH2:18][C:19]([NH:30][C:31]3[CH:32]=[C:33]4[C:37](=[CH:38][CH:39]=3)[CH2:36][C:35]3([C:43](=[O:44])[NH:42][C:41](=[O:45])[N:40]3[CH3:46])[CH2:34]4)=[O:20])[CH2:17][C:6]=2[CH:5]=1. The catalyst class is: 3. (5) Reactant: [Cl:1][C:2]1[C:3]([C:9]2[CH:14]=[CH:13][CH:12]=[C:11]([NH:15][CH2:16][C:17]3[CH:22]=[CH:21][CH:20]=[C:19]([F:23])[CH:18]=3)[N:10]=2)=[CH:4][C:5](F)=[N:6][CH:7]=1.[NH2:24][C@@H:25]1[CH2:29][CH2:28][C@H:27]([OH:30])[CH2:26]1.C(N(CC)CC)C. Product: [Cl:1][C:2]1[C:3]([C:9]2[CH:14]=[CH:13][CH:12]=[C:11]([NH:15][CH2:16][C:17]3[CH:22]=[CH:21][CH:20]=[C:19]([F:23])[CH:18]=3)[N:10]=2)=[CH:4][C:5]([NH:24][C@@H:25]2[CH2:29][CH2:28][C@H:27]([OH:30])[CH2:26]2)=[N:6][CH:7]=1. The catalyst class is: 37.